Regression. Given a peptide amino acid sequence and an MHC pseudo amino acid sequence, predict their binding affinity value. This is MHC class I binding data. From a dataset of Peptide-MHC class I binding affinity with 185,985 pairs from IEDB/IMGT. (1) The peptide sequence is MHDPHSIPL. The MHC is HLA-A23:01 with pseudo-sequence HLA-A23:01. The binding affinity (normalized) is 0.0847. (2) The peptide sequence is PLILAYFPVFRFL. The MHC is HLA-C06:02 with pseudo-sequence HLA-C06:02. The binding affinity (normalized) is 0.244. (3) The peptide sequence is TTSLFLHLV. The MHC is HLA-A68:01 with pseudo-sequence HLA-A68:01. The binding affinity (normalized) is 0.139. (4) The peptide sequence is TPALATRGF. The MHC is HLA-B40:01 with pseudo-sequence HLA-B40:01. The binding affinity (normalized) is 0.0847. (5) The peptide sequence is VYQRGTHPF. The MHC is HLA-A02:01 with pseudo-sequence HLA-A02:01. The binding affinity (normalized) is 0.0847. (6) The peptide sequence is TPSHYSGNI. The binding affinity (normalized) is 0.0847. The MHC is HLA-A02:03 with pseudo-sequence HLA-A02:03. (7) The peptide sequence is NPVDGSIWY. The MHC is HLA-B35:01 with pseudo-sequence HLA-B35:01. The binding affinity (normalized) is 1.00.